This data is from Forward reaction prediction with 1.9M reactions from USPTO patents (1976-2016). The task is: Predict the product of the given reaction. (1) Given the reactants [O:1]=[C:2]1[NH:6][C@@H:5]([CH2:7]OS(C)(=O)=O)[CH2:4][CH2:3]1.[CH2:13]([NH:20][CH2:21][CH2:22][OH:23])[C:14]1[CH:19]=[CH:18][CH:17]=[CH:16][CH:15]=1, predict the reaction product. The product is: [CH2:13]([N:20]([CH2:7][C@@H:5]1[NH:6][C:2](=[O:1])[CH2:3][CH2:4]1)[CH2:21][CH2:22][OH:23])[C:14]1[CH:19]=[CH:18][CH:17]=[CH:16][CH:15]=1. (2) Given the reactants [Cl:1][C:2]1[CH:3]=[CH:4][C:5]([N:13]2[CH:17]=[N:16][N:15]=[N:14]2)=[C:6](/[CH:8]=[CH:9]/[C:10]([OH:12])=[O:11])[CH:7]=1.[H-].[Na+].[CH3:20]OP(CC(OC)=O)(OC)=O.ClC1C=CC(N2C=NN=N2)=C(C=1)C=O.[Cl-].[NH4+], predict the reaction product. The product is: [CH3:20][O:11][C:10](=[O:12])/[CH:9]=[CH:8]/[C:6]1[CH:7]=[C:2]([Cl:1])[CH:3]=[CH:4][C:5]=1[N:13]1[CH:17]=[N:16][N:15]=[N:14]1. (3) Given the reactants Br[C:2]1[CH:7]=[CH:6][C:5]([N:8]2[CH2:12][CH2:11][C@@H:10]3[CH2:13][N:14]([CH3:16])[CH2:15][C@H:9]23)=[CH:4][CH:3]=1.[NH:17]1[CH2:22][CH2:21][NH:20][CH2:19][CH2:18]1.C1C=CC(P(C2C=CC3C(=CC=CC=3)C=2C2C3C(=CC=CC=3)C=CC=2P(C2C=CC=CC=2)C2C=CC=CC=2)C2C=CC=CC=2)=CC=1.CC(C)([O-])C.[Na+], predict the reaction product. The product is: [CH3:16][N:14]1[CH2:13][C@@H:10]2[C@@H:9]([N:8]([C:5]3[CH:6]=[CH:7][C:2]([N:17]4[CH2:22][CH2:21][NH:20][CH2:19][CH2:18]4)=[CH:3][CH:4]=3)[CH2:12][CH2:11]2)[CH2:15]1. (4) The product is: [Cl:32][C:29]1[CH:28]=[CH:27][C:26]([CH2:25][N:23]2[C:24]3[CH:17]([CH2:6][C:4]([OH:5])=[O:3])[CH2:18][CH2:19][C:20]=3[N:21]=[C:22]2[CH:33]([CH3:35])[CH3:34])=[CH:31][CH:30]=1. Given the reactants C([O:3][C:4]([C:6]([CH:17]1[C:24]2[N:23]([CH2:25][C:26]3[CH:31]=[CH:30][C:29]([Cl:32])=[CH:28][CH:27]=3)[C:22]([CH:33]([CH3:35])[CH3:34])=[N:21][C:20]=2[CH2:19][CH2:18]1)(C(OCC)=O)C(OCC)=O)=[O:5])C.[OH-].[Na+], predict the reaction product. (5) Given the reactants [CH:1]([C:3]1[CH:10]=[C:7]([CH:8]=O)[C:6]([OH:11])=[CH:5][CH:4]=1)=[O:2].[F:12][C:13]([F:22])([F:21])/[CH:14]=[CH:15]/[C:16]([O:18][CH2:19][CH3:20])=[O:17].C(=O)([O-])[O-].[K+].[K+], predict the reaction product. The product is: [CH:1]([C:3]1[CH:4]=[CH:5][C:6]2[O:11][CH:14]([C:13]([F:12])([F:22])[F:21])[C:15]([C:16]([O:18][CH2:19][CH3:20])=[O:17])=[CH:8][C:7]=2[CH:10]=1)=[O:2]. (6) Given the reactants [OH:1][C@H:2]([CH3:6])[C:3]([NH2:5])=O.F[B-](F)(F)F.C([O+](CC)CC)C.N[C:20]1[C:21]([NH:29][C@H:30]2[CH2:35][CH2:34][C@H:33]([CH2:36][NH:37][C:38](=[O:44])[O:39][C:40]([CH3:43])([CH3:42])[CH3:41])[CH2:32][CH2:31]2)=[C:22]2[S:28][CH:27]=[CH:26][C:23]2=[N:24][CH:25]=1, predict the reaction product. The product is: [OH:1][C@@H:2]([C:3]1[N:29]([C@H:30]2[CH2:31][CH2:32][C@H:33]([CH2:36][NH:37][C:38](=[O:44])[O:39][C:40]([CH3:42])([CH3:41])[CH3:43])[CH2:34][CH2:35]2)[C:21]2=[C:22]3[S:28][CH:27]=[CH:26][C:23]3=[N:24][CH:25]=[C:20]2[N:5]=1)[CH3:6]. (7) Given the reactants Cl[C:2]1[C:11]2[C:6](=[CH:7][CH:8]=[CH:9][CH:10]=2)[C:5]([CH2:12][C:13]2[CH:18]=[CH:17][N:16]=[CH:15][CH:14]=2)=[N:4][N:3]=1.[Br:19][C:20]1[CH:26]=[CH:25][C:23]([NH2:24])=[CH:22][CH:21]=1, predict the reaction product. The product is: [Br:19][C:20]1[CH:26]=[CH:25][C:23]([NH:24][C:2]2[C:11]3[C:6](=[CH:7][CH:8]=[CH:9][CH:10]=3)[C:5]([CH2:12][C:13]3[CH:18]=[CH:17][N:16]=[CH:15][CH:14]=3)=[N:4][N:3]=2)=[CH:22][CH:21]=1.